This data is from Full USPTO retrosynthesis dataset with 1.9M reactions from patents (1976-2016). The task is: Predict the reactants needed to synthesize the given product. Given the product [CH:13]([C:14]1[C:19]2[CH:20]=[CH:21][O:22][C:18]=2[C:17]([NH:23][S:24]([CH3:27])(=[O:26])=[O:25])=[CH:16][CH:15]=1)=[O:12], predict the reactants needed to synthesize it. The reactants are: [Cr](Cl)([O-])(=O)=O.[NH+]1C=CC=CC=1.[OH:12][CH2:13][C:14]1[C:19]2[CH:20]=[CH:21][O:22][C:18]=2[C:17]([NH:23][S:24]([CH3:27])(=[O:26])=[O:25])=[CH:16][CH:15]=1.